The task is: Predict the product of the given reaction.. This data is from Forward reaction prediction with 1.9M reactions from USPTO patents (1976-2016). (1) Given the reactants [Br:1][C:2]1[N:7]2[CH:8]=[CH:9][N:10]=[C:6]2[C:5]([NH:11][CH3:12])=[N:4][CH:3]=1.CC([O-])=O.[Na+].[Br:18]Br, predict the reaction product. The product is: [Br:18][C:8]1[N:7]2[C:2]([Br:1])=[CH:3][N:4]=[C:5]([NH:11][CH3:12])[C:6]2=[N:10][CH:9]=1. (2) Given the reactants [Cl:1][C:2]1[CH:7]=[CH:6][C:5]([N:8]=[C:9]=[S:10])=[CH:4][CH:3]=1.[CH2:11]1[C:17]2[CH:18]=[CH:19][CH:20]=[CH:21][C:16]=2[CH2:15][CH2:14][NH:13][CH2:12]1, predict the reaction product. The product is: [Cl:1][C:2]1[CH:7]=[CH:6][C:5]([NH:8][C:9]([N:13]2[CH2:12][CH2:11][C:17]3[CH:18]=[CH:19][CH:20]=[CH:21][C:16]=3[CH2:15][CH2:14]2)=[S:10])=[CH:4][CH:3]=1.